This data is from Peptide-MHC class I binding affinity with 185,985 pairs from IEDB/IMGT. The task is: Regression. Given a peptide amino acid sequence and an MHC pseudo amino acid sequence, predict their binding affinity value. This is MHC class I binding data. (1) The peptide sequence is GLSRYVARV. The MHC is HLA-A11:01 with pseudo-sequence HLA-A11:01. The binding affinity (normalized) is 0. (2) The peptide sequence is KSCICYGSY. The MHC is HLA-A11:01 with pseudo-sequence HLA-A11:01. The binding affinity (normalized) is 0.822. (3) The peptide sequence is ILLAPLLSA. The MHC is HLA-A02:02 with pseudo-sequence HLA-A02:02. The binding affinity (normalized) is 0.621.